This data is from Forward reaction prediction with 1.9M reactions from USPTO patents (1976-2016). The task is: Predict the product of the given reaction. (1) Given the reactants [NH2:1][CH2:2][C:3]1[N:7]=[C:6]([C@H:8]([CH2:17][CH2:18][CH2:19][CH:20]2[CH2:25][CH2:24][CH2:23][CH2:22][CH2:21]2)[CH2:9][C:10]([O:12][C:13]([CH3:16])([CH3:15])[CH3:14])=[O:11])[O:5][N:4]=1.[CH:26]1([C:29](Cl)=[O:30])[CH2:28][CH2:27]1, predict the reaction product. The product is: [CH:20]1([CH2:19][CH2:18][CH2:17][C@@H:8]([C:6]2[O:5][N:4]=[C:3]([CH2:2][NH:1][C:29]([CH:26]3[CH2:28][CH2:27]3)=[O:30])[N:7]=2)[CH2:9][C:10]([O:12][C:13]([CH3:15])([CH3:16])[CH3:14])=[O:11])[CH2:21][CH2:22][CH2:23][CH2:24][CH2:25]1. (2) Given the reactants [C:1]([O:5][C:6](=[O:34])[CH2:7][CH:8]([NH:23]C(OCC1C=CC=CC=1)=O)[CH:9]([OH:22])[CH2:10][O:11][C:12]1[C:17]([F:18])=[C:16]([F:19])[CH:15]=[C:14]([F:20])[C:13]=1[F:21])([CH3:4])([CH3:3])[CH3:2], predict the reaction product. The product is: [C:1]([O:5][C:6](=[O:34])[CH2:7][C@H:8]([NH2:23])[CH:9]([OH:22])[CH2:10][O:11][C:12]1[C:13]([F:21])=[C:14]([F:20])[CH:15]=[C:16]([F:19])[C:17]=1[F:18])([CH3:4])([CH3:2])[CH3:3]. (3) The product is: [C:1]([O:5][CH:6]([C:10]1[C:19]([CH3:20])=[C:18]([CH2:21][N:22]2[CH2:24][CH2:36][O:35][CH2:34][CH2:23]2)[C:17]2[C:12](=[CH:13][CH:14]=[CH:15][CH:16]=2)[C:11]=1[C:25]1[CH:26]=[CH:27][C:28]([Cl:31])=[CH:29][CH:30]=1)[C:7]([OH:9])=[O:8])([CH3:4])([CH3:2])[CH3:3]. Given the reactants [C:1]([O:5][CH:6]([C:10]1[C:19]([CH3:20])=[C:18]([CH2:21][N:22]([CH3:24])[CH3:23])[C:17]2[C:12](=[CH:13][CH:14]=[CH:15][CH:16]=2)[C:11]=1[C:25]1[CH:30]=[CH:29][C:28]([Cl:31])=[CH:27][CH:26]=1)[C:7]([OH:9])=[O:8])([CH3:4])([CH3:3])[CH3:2].N1C[CH2:36][O:35][CH2:34]C1, predict the reaction product. (4) Given the reactants [CH2:1]([O:3][C:4]([C:6]1[NH:7][C:8]2[C:13]([CH:14]=1)=[CH:12][C:11](Br)=[CH:10][CH:9]=2)=[O:5])[CH3:2].[CH:16]([O:19][C:20]1[CH:25]=[CH:24][C:23](B(O)O)=[CH:22][CH:21]=1)([CH3:18])[CH3:17], predict the reaction product. The product is: [CH2:1]([O:3][C:4]([C:6]1[NH:7][C:8]2[C:13]([CH:14]=1)=[CH:12][C:11]([C:23]1[CH:24]=[CH:25][C:20]([O:19][CH:16]([CH3:18])[CH3:17])=[CH:21][CH:22]=1)=[CH:10][CH:9]=2)=[O:5])[CH3:2]. (5) Given the reactants [NH2:1][C:2]1[N:7]=[CH:6][C:5]([CH2:8][NH:9]C(=O)OC(C)(C)C)=[CH:4][CH:3]=1.[CH3:17][O:18][C:19]1[CH:28]=[C:27]2[C:22]([C:23]([O:29][C:30]3[CH:42]=[CH:41][C:33]4[C:34]([C:38](O)=[O:39])=[C:35]([CH3:37])[O:36][C:32]=4[CH:31]=3)=[CH:24][CH:25]=[N:26]2)=[CH:21][CH:20]=1.C(O)(C(F)(F)F)=O, predict the reaction product. The product is: [NH2:9][CH2:8][C:5]1[CH:4]=[CH:3][C:2]([NH:1][C:38]([C:34]2[C:33]3[CH:41]=[CH:42][C:30]([O:29][C:23]4[C:22]5[C:27](=[CH:28][C:19]([O:18][CH3:17])=[CH:20][CH:21]=5)[N:26]=[CH:25][CH:24]=4)=[CH:31][C:32]=3[O:36][C:35]=2[CH3:37])=[O:39])=[N:7][CH:6]=1. (6) Given the reactants C([O-])(=O)C.[NH4+:5].[CH3:6][O:7][C:8]1[CH:9]=[C:10]([C:16](=O)[CH2:17][N:18]2[C:22]([C:23]([O:25]CC)=O)=[CH:21][CH:20]=[N:19]2)[CH:11]=[CH:12][C:13]=1[O:14][CH3:15], predict the reaction product. The product is: [CH3:6][O:7][C:8]1[CH:9]=[C:10]([C:16]2[NH:5][C:23](=[O:25])[C:22]3[N:18]([N:19]=[CH:20][CH:21]=3)[CH:17]=2)[CH:11]=[CH:12][C:13]=1[O:14][CH3:15]. (7) Given the reactants [C:1]([O:5][C:6]([NH:8][C@@H:9]([CH2:14][CH:15]=[C:16]([F:18])[F:17])[C:10](OC)=[O:11])=[O:7])([CH3:4])([CH3:3])[CH3:2].[BH4-].[Li+], predict the reaction product. The product is: [F:17][C:16]([F:18])=[CH:15][CH2:14][C@H:9]([NH:8][C:6](=[O:7])[O:5][C:1]([CH3:2])([CH3:4])[CH3:3])[CH2:10][OH:11]. (8) Given the reactants [F:1][C:2]([F:23])([F:22])[C:3]1[CH:21]=[CH:20][C:6]([CH2:7][NH:8][C:9]2[C:18]([NH2:19])=[C:17]3[C:12]([CH:13]=[CH:14][CH:15]=[N:16]3)=[CH:11][CH:10]=2)=[CH:5][CH:4]=1.[S:24](N)(N)(=[O:26])=[O:25], predict the reaction product. The product is: [F:23][C:2]([F:22])([F:1])[C:3]1[CH:21]=[CH:20][C:6]([CH2:7][N:8]2[C:9]3=[CH:10][CH:11]=[C:12]4[C:17]([N:16]=[CH:15][CH:14]=[CH:13]4)=[C:18]3[NH:19][S:24]2(=[O:26])=[O:25])=[CH:5][CH:4]=1. (9) Given the reactants [O:1]=[C:2]1[NH:6][CH:5]=[C:4]([C:7]([NH:9][CH2:10][CH2:11][CH:12]2[CH2:17][CH2:16][N:15](C(OC(C)(C)C)=O)[CH2:14][CH2:13]2)=[O:8])[O:3]1.Cl.O1CCOCC1, predict the reaction product. The product is: [O:1]=[C:2]1[NH:6][CH:5]=[C:4]([C:7]([NH:9][CH2:10][CH2:11][CH:12]2[CH2:17][CH2:16][NH:15][CH2:14][CH2:13]2)=[O:8])[O:3]1. (10) Given the reactants [CH2:1]1[O:5][C@@H:4]2[C@@H:6]([OH:9])[CH2:7][O:8][C@@H:3]2[C@@H:2]1[OH:10].C[C:12]([CH3:15])([O-])[CH3:13].[K+].[CH2:17](Br)[CH:18]=[CH2:19], predict the reaction product. The product is: [CH2:13]([O:10][C@@H:2]1[CH2:1][O:5][C@@H:4]2[C@@H:6]([O:9][CH2:19][CH:18]=[CH2:17])[CH2:7][O:8][C@H:3]12)[CH:12]=[CH2:15].